From a dataset of Catalyst prediction with 721,799 reactions and 888 catalyst types from USPTO. Predict which catalyst facilitates the given reaction. (1) Reactant: [CH2:1]([NH:3][CH2:4][CH3:5])[CH3:2].[O:6]=[C:7]1[CH2:12][CH2:11][CH2:10][CH2:9][CH:8]1[C:13]([OH:15])=O.[Br:16]Br. Product: [CH2:1]([N:3]([CH2:4][CH3:5])[C:13]([CH:8]1[CH2:9][CH2:10][CH2:11][CH:12]([Br:16])[C:7]1=[O:6])=[O:15])[CH3:2]. The catalyst class is: 27. (2) Reactant: C1(S([N:10]2[C:14]3=[CH:15][N:16]=[CH:17][CH:18]=[C:13]3[CH:12]=[C:11]2[CH:19]([C:21]2[CH:26]=[CH:25][N:24]=[CH:23][CH:22]=2)[OH:20])(=O)=O)C=CC=CC=1.[OH-].[Na+]. Product: [N:24]1[CH:25]=[CH:26][C:21]([C:19]([C:11]2[NH:10][C:14]3=[CH:15][N:16]=[CH:17][CH:18]=[C:13]3[CH:12]=2)=[O:20])=[CH:22][CH:23]=1. The catalyst class is: 8. (3) Reactant: CS([O:5][CH2:6][C@@H:7]([NH:9][C:10]([O:12][C:13]([CH3:16])([CH3:15])[CH3:14])=[O:11])[CH3:8])(=O)=O.[Br:17][C:18]1[CH:19]=[C:20]([NH:26][C:27]2[CH:32]=[CH:31][CH:30]=[C:29](O)[N:28]=2)[C:21](=[O:25])[N:22]([CH3:24])[CH:23]=1.C([O-])([O-])=O.[Cs+].[Cs+]. Product: [Br:17][C:18]1[CH:19]=[C:20]([NH:26][C:27]2[N:28]=[C:29]([O:5][CH2:6][C@@H:7]([NH:9][C:10](=[O:11])[O:12][C:13]([CH3:16])([CH3:15])[CH3:14])[CH3:8])[CH:30]=[CH:31][CH:32]=2)[C:21](=[O:25])[N:22]([CH3:24])[CH:23]=1. The catalyst class is: 85. (4) Product: [Cl:8][C:6]1[N:5]=[C:4]([O:9][CH2:10][CH:11]2[CH2:13][CH2:12]2)[N:3]=[C:2]([N:15]2[CH2:16][CH2:17][CH:18]([C:21]3[C:29]4[C:24](=[N:25][CH:26]=[CH:27][CH:28]=4)[NH:23][N:22]=3)[CH2:19][CH2:20]2)[N:7]=1. The catalyst class is: 21. Reactant: Cl[C:2]1[N:7]=[C:6]([Cl:8])[N:5]=[C:4]([O:9][CH2:10][CH:11]2[CH2:13][CH2:12]2)[N:3]=1.Cl.[NH:15]1[CH2:20][CH2:19][CH:18]([C:21]2[C:29]3[C:24](=[N:25][CH:26]=[CH:27][CH:28]=3)[NH:23][N:22]=2)[CH2:17][CH2:16]1.CCN(C(C)C)C(C)C. (5) Reactant: [CH3:1][O:2][C:3]([C:5]1[S:9][C:8]2[CH:10]=[C:11](Cl)[CH:12]=[CH:13][C:7]=2[C:6]=1[O:15][CH2:16][C:17]([O:19][C:20]([CH3:23])([CH3:22])[CH3:21])=[O:18])=[O:4].[CH3:24][O:25][C:26]1[CH:31]=[CH:30][C:29](B(O)O)=[CH:28][CH:27]=1.[F-].[K+]. Product: [CH3:1][O:2][C:3]([C:5]1[S:9][C:8]2[CH:10]=[C:11]([C:29]3[CH:30]=[CH:31][C:26]([O:25][CH3:24])=[CH:27][CH:28]=3)[CH:12]=[CH:13][C:7]=2[C:6]=1[O:15][CH2:16][C:17]([O:19][C:20]([CH3:23])([CH3:22])[CH3:21])=[O:18])=[O:4]. The catalyst class is: 110. (6) Reactant: Br[CH2:2][C:3]([O:5][CH2:6][CH3:7])=[O:4].C(=O)([O-])[O-].[K+].[K+].[CH3:14][C:15]1[CH:24]=[C:23]([CH3:25])[C:22]2[CH2:21][CH2:20][CH2:19][CH2:18][C:17]=2[C:16]=1[N:26]1[C:30]([C:31]([F:34])([F:33])[F:32])=[N:29][N:28]=[C:27]1[SH:35].CN(C=O)C. Product: [CH3:14][C:15]1[CH:24]=[C:23]([CH3:25])[C:22]2[CH2:21][CH2:20][CH2:19][CH2:18][C:17]=2[C:16]=1[N:26]1[C:30]([C:31]([F:34])([F:33])[F:32])=[N:29][N:28]=[C:27]1[S:35][CH2:2][C:3]([O:5][CH2:6][CH3:7])=[O:4]. The catalyst class is: 20. (7) Product: [OH:7][CH2:6][CH:2]1[CH2:3][CH2:4][CH2:5][N:1]1[CH2:9][C:10]#[N:11]. The catalyst class is: 1. Reactant: [NH:1]1[CH2:5][CH2:4][CH2:3][CH:2]1[CH2:6][OH:7].Br[CH2:9][C:10]#[N:11].CCN(CC)CC. (8) Product: [C:1]([C:3]1[S:7][C:6]([C:8]2[O:13][C:12](=[O:14])[C:11]([CH3:16])([CH3:15])[N:10]=2)=[CH:5][CH:4]=1)#[CH:2]. Reactant: [C:1]([C:3]1[S:7][C:6]([C:8]([NH:10][C:11]([CH3:16])([CH3:15])[C:12]([OH:14])=[O:13])=O)=[CH:5][CH:4]=1)#[CH:2]. The catalyst class is: 152. (9) Reactant: Br[C:2]1[CH:7]=[CH:6][CH:5]=[C:4]([O:8][CH:9]2[CH2:11][CH2:10]2)[CH:3]=1.CC1(C)C(C)(C)[O:16][B:15](B2OC(C)(C)C(C)(C)O2)[O:14]1.C(Cl)Cl.CS(C)=O. Product: [CH:9]1([O:8][C:4]2[CH:3]=[C:2]([B:15]([OH:16])[OH:14])[CH:7]=[CH:6][CH:5]=2)[CH2:11][CH2:10]1. The catalyst class is: 13. (10) Reactant: [CH3:1][CH:2]([C:4]1[N:9]=[C:8]([CH:10]([CH3:12])[CH3:11])[C:7](/[CH:13]=[CH:14]/[C@H:15]2[O:21][C:19](=[O:20])[CH2:18][C@H:17]([OH:22])[CH2:16]2)=[C:6]([C:23]2[CH:28]=[CH:27][C:26]([F:29])=[CH:25][CH:24]=2)[C:5]=1[CH2:30][O:31][CH3:32])[CH3:3].[OH-:33].[Na+:34]. Product: [CH3:1][CH:2]([C:4]1[C:5]([CH2:30][O:31][CH3:32])=[C:6]([C:23]2[CH:28]=[CH:27][C:26]([F:29])=[CH:25][CH:24]=2)[C:7](/[CH:13]=[CH:14]/[C@@H:15]([OH:21])[CH2:16][C@@H:17]([OH:22])[CH2:18][C:19]([O-:33])=[O:20])=[C:8]([CH:10]([CH3:12])[CH3:11])[N:9]=1)[CH3:3].[Na+:34]. The catalyst class is: 6.